From a dataset of Full USPTO retrosynthesis dataset with 1.9M reactions from patents (1976-2016). Predict the reactants needed to synthesize the given product. Given the product [CH3:51][C:37]1[CH:38]=[C:39]([O:40][CH2:41][CH2:42][NH:43][S:44]([CH3:47])(=[O:45])=[O:46])[CH:48]=[C:49]([CH3:50])[C:36]=1[C:5]1[CH:4]=[CH:3][C:2]([F:1])=[C:10]2[C:6]=1[CH2:7][CH2:8][C@H:9]2[O:11][C:12]1[CH:25]=[CH:24][C:15]2[C@H:16]([CH2:19][C:20]([O:22][CH3:23])=[O:21])[CH2:17][O:18][C:14]=2[CH:13]=1, predict the reactants needed to synthesize it. The reactants are: [F:1][C:2]1[CH:3]=[CH:4][C:5](B2OC(C)(C)C(C)(C)O2)=[C:6]2[C:10]=1[C@H:9]([O:11][C:12]1[CH:25]=[CH:24][C:15]3[C@H:16]([CH2:19][C:20]([O:22][CH3:23])=[O:21])[CH2:17][O:18][C:14]=3[CH:13]=1)[CH2:8][CH2:7]2.Br[C:36]1[C:49]([CH3:50])=[CH:48][C:39]([O:40][CH2:41][CH2:42][NH:43][S:44]([CH3:47])(=[O:46])=[O:45])=[CH:38][C:37]=1[CH3:51].BrC1C=CC(F)=C2C=1CC[C@H]2OC1C=CC2[C@H](CC(OC)=O)COC=2C=1.